Dataset: Peptide-MHC class I binding affinity with 185,985 pairs from IEDB/IMGT. Task: Regression. Given a peptide amino acid sequence and an MHC pseudo amino acid sequence, predict their binding affinity value. This is MHC class I binding data. The peptide sequence is RVMVSPLAV. The MHC is HLA-A02:01 with pseudo-sequence HLA-A02:01. The binding affinity (normalized) is 1.00.